From a dataset of Full USPTO retrosynthesis dataset with 1.9M reactions from patents (1976-2016). Predict the reactants needed to synthesize the given product. (1) Given the product [N:31]1([CH2:2][C:3]2[N:4]=[C:5]([C:8]3[CH:9]=[C:10]([C:14]4[CH2:20][C:19](=[O:21])[NH:18][C:17]5[CH:22]=[C:23]([N:26]6[CH:30]=[CH:29][CH:28]=[CH:27]6)[CH:24]=[CH:25][C:16]=5[N:15]=4)[CH:11]=[CH:12][CH:13]=3)[O:6][CH:7]=2)[CH2:36][CH2:35][O:34][CH2:33][CH2:32]1, predict the reactants needed to synthesize it. The reactants are: Cl[CH2:2][C:3]1[N:4]=[C:5]([C:8]2[CH:9]=[C:10]([C:14]3[CH2:20][C:19](=[O:21])[NH:18][C:17]4[CH:22]=[C:23]([N:26]5[CH:30]=[CH:29][CH:28]=[CH:27]5)[CH:24]=[CH:25][C:16]=4[N:15]=3)[CH:11]=[CH:12][CH:13]=2)[O:6][CH:7]=1.[NH:31]1[CH2:36][CH2:35][O:34][CH2:33][CH2:32]1. (2) Given the product [N:2]1([CH:15]2[CH2:20][CH2:19][CH2:18][N:17]([CH:21]3[CH2:22][NH:23][C:26](=[O:27])[NH:25][CH2:24]3)[CH2:16]2)[C:13]2=[C:14]3[C:9](=[CH:10][CH:11]=[CH:12]2)[CH:8]=[N:7][CH:6]=[C:5]3[CH2:4][CH2:3]1, predict the reactants needed to synthesize it. The reactants are: Cl.[N:2]1([CH:15]2[CH2:20][CH2:19][CH2:18][N:17]([CH:21]([CH2:24][NH2:25])[CH2:22][NH2:23])[CH2:16]2)[C:13]2=[C:14]3[C:9](=[CH:10][CH:11]=[CH:12]2)[CH:8]=[N:7][CH:6]=[C:5]3[CH2:4][CH2:3]1.[C:26](=O)([O-])[O:27]C1C=CC([N+]([O-])=O)=CC=1. (3) Given the product [CH3:13][S:14]([N:17]1[CH2:22][CH2:21][N:20]([C:2]([Cl:1])=[O:4])[CH2:19][CH2:18]1)(=[O:16])=[O:15], predict the reactants needed to synthesize it. The reactants are: [Cl:1][C:2](Cl)([O:4]C(=O)OC(Cl)(Cl)Cl)Cl.[CH3:13][S:14]([N:17]1[CH2:22][CH2:21][NH:20][CH2:19][CH2:18]1)(=[O:16])=[O:15].N1C=CC=CC=1. (4) Given the product [CH3:21][O:22][C:23]1[CH:24]=[C:25]([N:29]2[C:38]3[C:33](=[CH:34][C:35]([F:40])=[C:36]([N:11]4[CH2:12][CH2:13][CH:9]([NH:8][C:6]([O:5][C:1]([CH3:4])([CH3:2])[CH3:3])=[O:7])[CH2:10]4)[CH:37]=3)[C:32](=[O:41])[N:31]([O:42][CH2:43][C:44]3[CH:45]=[CH:46][CH:47]=[CH:48][CH:49]=3)[C:30]2=[O:50])[CH:26]=[CH:27][CH:28]=1, predict the reactants needed to synthesize it. The reactants are: [C:1]([O:5][C:6]([NH:8][CH:9]1[CH2:13][CH2:12][NH:11][CH2:10]1)=[O:7])([CH3:4])([CH3:3])[CH3:2].C(N(CC)CC)C.[CH3:21][O:22][C:23]1[CH:24]=[C:25]([N:29]2[C:38]3[C:33](=[CH:34][C:35]([F:40])=[C:36](F)[CH:37]=3)[C:32](=[O:41])[N:31]([O:42][CH2:43][C:44]3[CH:49]=[CH:48][CH:47]=[CH:46][CH:45]=3)[C:30]2=[O:50])[CH:26]=[CH:27][CH:28]=1. (5) Given the product [CH2:5]([N:6]([CH3:14])[CH:7]=[N:15][C:11]1[CH:10]=[C:9]2[C:14](=[CH:13][CH:12]=1)[N:6]([CH2:5][C:4](=[N:3][O:2][CH3:1])[CH2:16][O:17][C:18]1[CH:23]=[CH:22][CH:21]=[C:20]([C:24]([F:25])([F:27])[F:26])[CH:19]=1)[CH2:7][CH2:8]2)[CH3:4], predict the reactants needed to synthesize it. The reactants are: [CH3:1][O:2][N:3]=[C:4]([CH2:16][O:17][C:18]1[CH:23]=[CH:22][CH:21]=[C:20]([C:24]([F:27])([F:26])[F:25])[CH:19]=1)[CH2:5][N:6]1[C:14]2[C:9](=[CH:10][C:11]([NH2:15])=[CH:12][CH:13]=2)[CH2:8][CH2:7]1. (6) The reactants are: [Cl:1][C:2]1[CH:7]=[CH:6][CH:5]=[CH:4][C:3]=1[CH:8]([OH:12])[C:9](O)=O.[CH2:13]([NH:19][C:20](=[S:23])[NH:21][NH2:22])[CH2:14][CH2:15][CH2:16][CH2:17][CH3:18]. Given the product [Cl:1][C:2]1[CH:7]=[CH:6][CH:5]=[CH:4][C:3]=1[CH:8]([OH:12])[C:9]1[N:19]([CH:13]2[CH2:18][CH2:17][CH2:16][CH2:15][CH2:14]2)[C:20](=[S:23])[NH:21][N:22]=1, predict the reactants needed to synthesize it.